This data is from Catalyst prediction with 721,799 reactions and 888 catalyst types from USPTO. The task is: Predict which catalyst facilitates the given reaction. The catalyst class is: 29. Reactant: [F:1][C:2]1([F:15])[CH2:7][CH2:6][CH:5](/[CH:8]=[CH:9]/[C:10]([O:12][CH2:13][CH3:14])=[O:11])[CH2:4][CH2:3]1.[H][H]. Product: [F:1][C:2]1([F:15])[CH2:3][CH2:4][CH:5]([CH2:8][CH2:9][C:10]([O:12][CH2:13][CH3:14])=[O:11])[CH2:6][CH2:7]1.